From a dataset of Forward reaction prediction with 1.9M reactions from USPTO patents (1976-2016). Predict the product of the given reaction. Given the reactants Br[C:2]1[N:3]=[C:4]2[CH:10]=[CH:9][N:8]([S:11]([C:14]3[CH:19]=[CH:18][C:17]([CH3:20])=[CH:16][CH:15]=3)(=[O:13])=[O:12])[C:5]2=[N:6][CH:7]=1.[CH:21]([NH2:24])([CH3:23])[CH3:22].C(=O)([O-])[O-].[Cs+].[Cs+].C1C=CC(P(C2C(C3C(P(C4C=CC=CC=4)C4C=CC=CC=4)=CC=C4C=3C=CC=C4)=C3C(C=CC=C3)=CC=2)C2C=CC=CC=2)=CC=1, predict the reaction product. The product is: [CH:21]([NH:24][C:2]1[N:3]=[C:4]2[CH:10]=[CH:9][N:8]([S:11]([C:14]3[CH:19]=[CH:18][C:17]([CH3:20])=[CH:16][CH:15]=3)(=[O:13])=[O:12])[C:5]2=[N:6][CH:7]=1)([CH3:23])[CH3:22].